This data is from Peptide-MHC class I binding affinity with 185,985 pairs from IEDB/IMGT. The task is: Regression. Given a peptide amino acid sequence and an MHC pseudo amino acid sequence, predict their binding affinity value. This is MHC class I binding data. (1) The peptide sequence is EPKEGTKKL. The MHC is HLA-B35:01 with pseudo-sequence HLA-B35:01. The binding affinity (normalized) is 0.0847. (2) The peptide sequence is WIKYIQYGV. The MHC is Mamu-A2601 with pseudo-sequence Mamu-A2601. The binding affinity (normalized) is 0.743.